From a dataset of Forward reaction prediction with 1.9M reactions from USPTO patents (1976-2016). Predict the product of the given reaction. Given the reactants [F:1][C:2]1[CH:12]=[CH:11][CH:10]=[CH:9][C:3]=1[NH:4][C:5]([O:7][CH3:8])=[O:6].[Cl-].[Al+3].[Cl-].[Cl-].[CH2:17](Br)[CH:18]([CH3:20])[CH3:19], predict the reaction product. The product is: [C:18]([C:11]1[CH:10]=[CH:9][C:3]([NH:4][C:5]([O:7][CH3:8])=[O:6])=[C:2]([F:1])[CH:12]=1)([CH3:20])([CH3:19])[CH3:17].